This data is from NCI-60 drug combinations with 297,098 pairs across 59 cell lines. The task is: Regression. Given two drug SMILES strings and cell line genomic features, predict the synergy score measuring deviation from expected non-interaction effect. (1) Drug 1: CC1=C(C=C(C=C1)NC2=NC=CC(=N2)N(C)C3=CC4=NN(C(=C4C=C3)C)C)S(=O)(=O)N.Cl. Drug 2: CC1CCCC2(C(O2)CC(NC(=O)CC(C(C(=O)C(C1O)C)(C)C)O)C(=CC3=CSC(=N3)C)C)C. Cell line: PC-3. Synergy scores: CSS=0.388, Synergy_ZIP=-0.700, Synergy_Bliss=0.804, Synergy_Loewe=0.728, Synergy_HSA=0.748. (2) Drug 1: CC1=C(C=C(C=C1)C(=O)NC2=CC(=CC(=C2)C(F)(F)F)N3C=C(N=C3)C)NC4=NC=CC(=N4)C5=CN=CC=C5. Drug 2: CC12CCC3C(C1CCC2OP(=O)(O)O)CCC4=C3C=CC(=C4)OC(=O)N(CCCl)CCCl.[Na+]. Cell line: NCIH23. Synergy scores: CSS=0.258, Synergy_ZIP=0.877, Synergy_Bliss=3.39, Synergy_Loewe=-0.728, Synergy_HSA=-0.687. (3) Drug 1: B(C(CC(C)C)NC(=O)C(CC1=CC=CC=C1)NC(=O)C2=NC=CN=C2)(O)O. Drug 2: CC1CCC2CC(C(=CC=CC=CC(CC(C(=O)C(C(C(=CC(C(=O)CC(OC(=O)C3CCCCN3C(=O)C(=O)C1(O2)O)C(C)CC4CCC(C(C4)OC)OP(=O)(C)C)C)C)O)OC)C)C)C)OC. Synergy scores: CSS=49.2, Synergy_ZIP=-0.723, Synergy_Bliss=0.850, Synergy_Loewe=-0.672, Synergy_HSA=1.56. Cell line: SW-620. (4) Drug 1: C1CCN(CC1)CCOC2=CC=C(C=C2)C(=O)C3=C(SC4=C3C=CC(=C4)O)C5=CC=C(C=C5)O. Drug 2: CS(=O)(=O)OCCCCOS(=O)(=O)C. Cell line: BT-549. Synergy scores: CSS=-0.428, Synergy_ZIP=-0.657, Synergy_Bliss=-0.192, Synergy_Loewe=-3.11, Synergy_HSA=-2.61. (5) Drug 1: CC1CCC2CC(C(=CC=CC=CC(CC(C(=O)C(C(C(=CC(C(=O)CC(OC(=O)C3CCCCN3C(=O)C(=O)C1(O2)O)C(C)CC4CCC(C(C4)OC)O)C)C)O)OC)C)C)C)OC. Drug 2: C1CN(CCN1C(=O)CCBr)C(=O)CCBr. Cell line: SW-620. Synergy scores: CSS=13.0, Synergy_ZIP=-4.22, Synergy_Bliss=1.23, Synergy_Loewe=-0.659, Synergy_HSA=2.05.